Task: Predict the reaction yield, written as a fraction of the theoretical maximum amount of product (1.0 means a 100% yield; for example, 0.34 means a 34% yield).. Dataset: Reaction yield outcomes from USPTO patents with 853,638 reactions The reactants are [CH2:1]([S:8][C:9]([CH3:44])([CH:39](OC)[O:40]C)[CH2:10][NH:11][C:12]([C:14]1[NH:15][C:16]2[C:21]([CH:22]=1)=[CH:20][C:19]([O:23][CH2:24][CH2:25][O:26][CH3:27])=[CH:18][C:17]=2[N:28]([CH3:38])[S:29]([C:32]1[CH:37]=[CH:36][CH:35]=[CH:34][N:33]=1)(=[O:31])=[O:30])=[O:13])[C:2]1[CH:7]=[CH:6][CH:5]=[CH:4][CH:3]=1.O. The catalyst is CC(C)=O. The product is [CH2:1]([S:8][C:9]([CH3:44])([CH:39]=[O:40])[CH2:10][NH:11][C:12]([C:14]1[NH:15][C:16]2[C:21]([CH:22]=1)=[CH:20][C:19]([O:23][CH2:24][CH2:25][O:26][CH3:27])=[CH:18][C:17]=2[N:28]([CH3:38])[S:29]([C:32]1[CH:37]=[CH:36][CH:35]=[CH:34][N:33]=1)(=[O:30])=[O:31])=[O:13])[C:2]1[CH:7]=[CH:6][CH:5]=[CH:4][CH:3]=1. The yield is 0.870.